Dataset: Catalyst prediction with 721,799 reactions and 888 catalyst types from USPTO. Task: Predict which catalyst facilitates the given reaction. Reactant: [S:1]1[C:5]2[CH:6]=[CH:7][CH:8]=[CH:9][C:4]=2[N:3]=[C:2]1[C:10]1[C:11](O)=[N:12][C:13]2[C:18]([N:19]=1)=[CH:17][CH:16]=[CH:15][CH:14]=2.S(Cl)([Cl:23])=O.CN(C=O)C. Product: [Cl:23][C:11]1[C:10]([C:2]2[S:1][C:5]3[CH:6]=[CH:7][CH:8]=[CH:9][C:4]=3[N:3]=2)=[N:19][C:18]2[C:13]([N:12]=1)=[CH:14][CH:15]=[CH:16][CH:17]=2. The catalyst class is: 11.